The task is: Predict the reactants needed to synthesize the given product.. This data is from Retrosynthesis with 50K atom-mapped reactions and 10 reaction types from USPTO. (1) Given the product O=C(CCl)N[C@@H]1c2ccccc2C[C@@H]1O, predict the reactants needed to synthesize it. The reactants are: N[C@@H]1c2ccccc2C[C@@H]1O.O=C(Cl)CCl. (2) Given the product C=CCCCCCCCCCCCCCCCn1c(=O)c2c(ncn2C)n(C)c1=O, predict the reactants needed to synthesize it. The reactants are: C=CCCCCCCCCCCCCCCCCl.Cn1cnc2c1c(=O)[nH]c(=O)n2C. (3) Given the product CCCCCCCC/C=C\CCCCCCCC(=O)OCCNCCOC(=O)CCCCCCC/C=C\CCCCCCCC, predict the reactants needed to synthesize it. The reactants are: CCCCCCCC/C=C\CCCCCCCC(=O)OCCN(CCOC(=O)CCCCCCC/C=C\CCCCCCCC)C(=O)OC(C)(C)C. (4) Given the product Cc1ccc2cc(-c3ccc(-n4cncn4)nc3)[nH]c2c1, predict the reactants needed to synthesize it. The reactants are: Cc1ccc2cc(-c3ccc(F)nc3)[nH]c2c1.c1nc[nH]n1.